The task is: Predict the reactants needed to synthesize the given product.. This data is from Full USPTO retrosynthesis dataset with 1.9M reactions from patents (1976-2016). (1) The reactants are: [Cl:1][C@H:2]1[C@H:6]([CH2:7]/[CH:8]=[CH:9]\[CH2:10][CH2:11][CH2:12][C:13]([O:15]CC=C)=[O:14])[C@@H:5](/[CH:19]=[CH:20]/[C@@H:21]([OH:28])[CH2:22][CH2:23][CH2:24][C@H:25]([OH:27])[CH3:26])[C@H:4]([OH:29])[CH2:3]1.[OH-].[Li+].CO.Cl. Given the product [Cl:1][C@H:2]1[C@H:6]([CH2:7]/[CH:8]=[CH:9]\[CH2:10][CH2:11][CH2:12][C:13]([OH:15])=[O:14])[C@@H:5](/[CH:19]=[CH:20]/[C@@H:21]([OH:28])[CH2:22][CH2:23][CH2:24][C@H:25]([OH:27])[CH3:26])[C@H:4]([OH:29])[CH2:3]1, predict the reactants needed to synthesize it. (2) Given the product [ClH:33].[CH3:1][N:2]1[CH2:3][CH2:4][CH:5]([O:8][C:9]([NH:11][C:12]2[CH:13]=[C:14]([CH2:24][CH2:25][C:26]([OH:28])=[O:27])[CH:15]=[CH:16][C:17]=2[C:18]2[CH:23]=[CH:22][CH:21]=[CH:20][CH:19]=2)=[O:10])[CH2:6][CH2:7]1, predict the reactants needed to synthesize it. The reactants are: [CH3:1][N:2]1[CH2:7][CH2:6][CH:5]([O:8][C:9]([NH:11][C:12]2[CH:13]=[C:14]([CH2:24][CH2:25][C:26]([O:28]C(C)(C)C)=[O:27])[CH:15]=[CH:16][C:17]=2[C:18]2[CH:23]=[CH:22][CH:21]=[CH:20][CH:19]=2)=[O:10])[CH2:4][CH2:3]1.[ClH:33]. (3) Given the product [C:5]([C:22]1[CH:21]=[CH:20][C:19](/[CH:18]=[CH:17]/[C:15](=[O:16])/[CH:14]=[C:12](\[OH:13])/[CH:11]=[CH:10]/[C:5]2[CH:4]=[CH:3][C:8]([C:19]([CH3:27])([CH3:20])[CH3:18])=[CH:7][CH:6]=2)=[CH:27][CH:24]=1)([CH3:10])([CH3:6])[CH3:4], predict the reactants needed to synthesize it. The reactants are: CO[C:3]1[C:8](O)=[CH:7][CH:6]=[C:5](/[CH:10]=[CH:11]/[C:12]([CH2:14][C:15](/[CH:17]=[CH:18]/[C:19]2[CH:27]=[C:24](OC)[C:22](O)=[CH:21][CH:20]=2)=[O:16])=[O:13])[CH:4]=1. (4) Given the product [CH3:24][N:8]([C:6]([O:5][C:2]([CH3:1])([CH3:3])[CH3:4])=[O:7])[C@H:9]([C:12]([OH:14])=[O:13])[CH2:10][O:11][CH2:20][CH:19]=[CH2:18], predict the reactants needed to synthesize it. The reactants are: [CH3:1][C:2]([O:5][C:6]([NH:8][C@H:9]([C:12]([O:14]C)=[O:13])[CH2:10][OH:11])=[O:7])([CH3:4])[CH3:3].C(=O)([O-])O[CH2:18][CH2:19][CH:20]=C.[CH3:24]COC(C)=O. (5) Given the product [OH:20][C@@H:17]1[C@H:14]2[N:15]([C:21]([O:23][C:24]([CH3:27])([CH3:26])[CH3:25])=[O:22])[CH2:16][C@H:12]([O:11][S:8]([CH3:7])(=[O:9])=[O:10])[C@H:13]2[O:19][CH2:18]1, predict the reactants needed to synthesize it. The reactants are: C(=O)([O-])[O-].[Na+].[Na+].[CH3:7][S:8]([O:11][C@H:12]1[CH2:16][NH:15][C@@H:14]2[C@@H:17]([OH:20])[CH2:18][O:19][C@H:13]12)(=[O:10])=[O:9].[C:21](O[C:21]([O:23][C:24]([CH3:27])([CH3:26])[CH3:25])=[O:22])([O:23][C:24]([CH3:27])([CH3:26])[CH3:25])=[O:22]. (6) Given the product [F:25][C:2]([F:1])([F:24])[C:3]1[CH:19]=[C:18]([C:20]([F:23])([F:22])[F:21])[CH:17]=[CH:16][C:4]=1[CH2:5][O:6][C:7]1[CH:14]=[CH:13][C:10](/[CH:11]=[C:30]2/[C:29](=[O:31])[NH:28][C:27](=[O:32])[S:26]/2)=[CH:9][C:8]=1[Cl:15], predict the reactants needed to synthesize it. The reactants are: [F:1][C:2]([F:25])([F:24])[C:3]1[CH:19]=[C:18]([C:20]([F:23])([F:22])[F:21])[CH:17]=[CH:16][C:4]=1[CH2:5][O:6][C:7]1[CH:14]=[CH:13][C:10]([CH:11]=O)=[CH:9][C:8]=1[Cl:15].[S:26]1[CH2:30][C:29](=[O:31])[NH:28][C:27]1=[O:32].N1CCCCC1. (7) Given the product [CH3:14][N:15]1[CH2:21][CH2:20][CH2:19][N:18]([C:2]2[CH:3]=[CH:4][C:5]([N+:11]([O-:13])=[O:12])=[C:6]([CH:10]=2)[C:7]([OH:9])=[O:8])[CH2:17][CH2:16]1, predict the reactants needed to synthesize it. The reactants are: F[C:2]1[CH:3]=[CH:4][C:5]([N+:11]([O-:13])=[O:12])=[C:6]([CH:10]=1)[C:7]([OH:9])=[O:8].[CH3:14][N:15]1[CH2:21][CH2:20][CH2:19][NH:18][CH2:17][CH2:16]1. (8) The reactants are: CN(C(ON1N=NC2C=CC=NC1=2)=[N+](C)C)C.F[P-](F)(F)(F)(F)F.[C:25]([C:28]1[C:33]2[N:34]([CH2:37][C:38]([OH:40])=O)[CH:35]=[N:36][C:32]=2[CH:31]=[CH:30][CH:29]=1)(=[O:27])[CH3:26].[NH2:41][CH:42]([C:44]1[CH:49]=[CH:48][C:47]([C:50]([CH3:54])([CH3:53])[C:51]#[N:52])=[C:46]([F:55])[CH:45]=1)[CH3:43].CCN(CC)CC. Given the product [C:25]([C:28]1[C:33]2[N:34]([CH2:37][C:38]([NH:41][CH:42]([C:44]3[CH:49]=[CH:48][C:47]([C:50]([C:51]#[N:52])([CH3:54])[CH3:53])=[C:46]([F:55])[CH:45]=3)[CH3:43])=[O:40])[CH:35]=[N:36][C:32]=2[CH:31]=[CH:30][CH:29]=1)(=[O:27])[CH3:26], predict the reactants needed to synthesize it.